From a dataset of Full USPTO retrosynthesis dataset with 1.9M reactions from patents (1976-2016). Predict the reactants needed to synthesize the given product. (1) Given the product [C:19]([O:22][C:23]1[C:24]2[CH:44]=[CH:43][CH:42]=[CH:41][C:25]=2[C:26]2[C@H:14]([CH2:13][Cl:18])[CH2:28][N:29]([C:7]([C:6]3[N:2]([CH3:1])[N:3]=[C:4]([C:10]([N:29]4[C:30]5[CH:31]=[C:23]([O:22][C:19](=[O:21])[CH3:20])[C:24]6[CH:44]=[CH:43][CH:42]=[CH:41][C:25]=6[C:26]=5[C@H:27]([CH2:39][Cl:40])[CH2:28]4)=[O:12])[CH:5]=3)=[O:9])[C:30]=2[CH:31]=1)(=[O:21])[CH3:20], predict the reactants needed to synthesize it. The reactants are: [CH3:1][N:2]1[C:6]([C:7]([OH:9])=O)=[CH:5][C:4]([C:10]([OH:12])=O)=[N:3]1.[C:13]([Cl:18])(=O)[C:14](Cl)=O.[C:19]([O:22][C:23]1[C:24]2[CH:44]=[CH:43][CH:42]=[CH:41][C:25]=2[C:26]2[C@H:27]([CH2:39][Cl:40])[CH2:28][N:29](C(OC(C)(C)C)=O)[C:30]=2[CH:31]=1)(=[O:21])[CH3:20]. (2) Given the product [C:20]([N:4]1[CH2:5][C@H:6]([NH:8][S:9]([C:12]2[CH:17]=[C:16]([Cl:18])[CH:15]=[CH:14][C:13]=2[Cl:19])(=[O:10])=[O:11])[CH2:7][C@@H:3]1[CH2:2][NH:1][C:29](=[O:30])[C:28]([CH3:33])([CH3:32])[CH3:27])#[N:37], predict the reactants needed to synthesize it. The reactants are: [NH2:1][CH2:2][C@H:3]1[CH2:7][C@@H:6]([NH:8][S:9]([C:12]2[CH:17]=[C:16]([Cl:18])[CH:15]=[CH:14][C:13]=2[Cl:19])(=[O:11])=[O:10])[CH2:5][N:4]1[C:20](OC(C)(C)C)=O.[CH3:27][C:28]([CH3:33])([CH3:32])[C:29](Cl)=[O:30].Cl.CC[N:37](C(C)C)C(C)C.N#CBr.C(O)C(N)(CO)CO. (3) The reactants are: [Cl:1][C:2]1[CH:3]=[CH:4][C:5]([O:11][CH2:12][C:13]2[CH:18]=[CH:17][CH:16]=[CH:15][CH:14]=2)=[C:6](B(O)O)[CH:7]=1.C(=O)([O-])[O-].[K+].[K+].[CH2:25]([O:27][C:28](=[O:42])[C:29]1[C:34]([CH3:35])=[CH:33][CH:32]=[C:31]([C:36]2[CH2:40][CH2:39][CH2:38][C:37]=2Br)[CH:30]=1)[CH3:26].O. Given the product [CH2:25]([O:27][C:28](=[O:42])[C:29]1[CH:30]=[C:31]([C:36]2[CH2:40][CH:39]=[CH:38][C:37]=2[C:6]2[CH:7]=[C:2]([Cl:1])[CH:3]=[CH:4][C:5]=2[O:11][CH2:12][C:13]2[CH:18]=[CH:17][CH:16]=[CH:15][CH:14]=2)[CH:32]=[CH:33][C:34]=1[CH3:35])[CH3:26], predict the reactants needed to synthesize it.